This data is from Peptide-MHC class II binding affinity with 134,281 pairs from IEDB. The task is: Regression. Given a peptide amino acid sequence and an MHC pseudo amino acid sequence, predict their binding affinity value. This is MHC class II binding data. (1) The peptide sequence is VNYWFAPGAAAAPLS. The MHC is DRB1_0701 with pseudo-sequence DRB1_0701. The binding affinity (normalized) is 0.596. (2) The peptide sequence is TVEKWLACGVDNFCV. The MHC is DRB1_0801 with pseudo-sequence DRB1_0801. The binding affinity (normalized) is 0. (3) The peptide sequence is AVWVDGKARTAWVDS. The MHC is HLA-DQA10101-DQB10501 with pseudo-sequence HLA-DQA10101-DQB10501. The binding affinity (normalized) is 0.563. (4) The peptide sequence is GLVHVANNNYDPWTI. The MHC is HLA-DQA10501-DQB10201 with pseudo-sequence HLA-DQA10501-DQB10201. The binding affinity (normalized) is 0.141. (5) The peptide sequence is IVYIKPAKNIYSFNE. The MHC is HLA-DPA10201-DPB10501 with pseudo-sequence HLA-DPA10201-DPB10501. The binding affinity (normalized) is 0.357. (6) The peptide sequence is KIYHKCDNACIGSIR. The MHC is DRB1_1302 with pseudo-sequence DRB1_1302. The binding affinity (normalized) is 0.374.